From a dataset of Reaction yield outcomes from USPTO patents with 853,638 reactions. Predict the reaction yield, written as a fraction of the theoretical maximum amount of product (1.0 means a 100% yield; for example, 0.34 means a 34% yield). (1) The reactants are [I:1]I.[CH3:3][S:4]([C:7]1[CH:13]=[CH:12][C:10]([NH2:11])=[CH:9][CH:8]=1)(=[O:6])=[O:5]. The catalyst is C(O)C.S([O-])([O-])(=O)=O.[Ag+2]. The product is [I:1][C:12]1[CH:13]=[C:7]([S:4]([CH3:3])(=[O:5])=[O:6])[CH:8]=[CH:9][C:10]=1[NH2:11]. The yield is 0.640. (2) The reactants are [CH3:1][O:2][C:3](=[O:25])[C:4]1[CH:9]=[C:8](I)[CH:7]=[N:6][C:5]=1[O:11][C:12]1[CH:17]=[CH:16][C:15]([O:18][C:19]2[CH:24]=[CH:23][CH:22]=[CH:21][CH:20]=2)=[CH:14][CH:13]=1.[C:26]([O:30][C:31](=[O:39])[NH:32][CH:33]1[CH2:38][CH2:37][CH2:36][NH:35][CH2:34]1)([CH3:29])([CH3:28])[CH3:27].C(=O)([O-])[O-].[Cs+].[Cs+].C1(P(C2CCCCC2)C2C=CC=CC=2C2C(OC(C)C)=CC=CC=2OC(C)C)CCCCC1. The catalyst is O1CCOCC1.C1C=CC(/C=C/C(/C=C/C2C=CC=CC=2)=O)=CC=1.C1C=CC(/C=C/C(/C=C/C2C=CC=CC=2)=O)=CC=1.C1C=CC(/C=C/C(/C=C/C2C=CC=CC=2)=O)=CC=1.[Pd].[Pd]. The product is [CH3:1][O:2][C:3]([C:4]1[CH:9]=[C:8]([N:35]2[CH2:36][CH2:37][CH2:38][CH:33]([NH:32][C:31]([O:30][C:26]([CH3:29])([CH3:28])[CH3:27])=[O:39])[CH2:34]2)[CH:7]=[N:6][C:5]=1[O:11][C:12]1[CH:17]=[CH:16][C:15]([O:18][C:19]2[CH:24]=[CH:23][CH:22]=[CH:21][CH:20]=2)=[CH:14][CH:13]=1)=[O:25]. The yield is 0.365. (3) The reactants are Cl[C:2](Cl)(Cl)[CH:3]([OH:5])O.Cl.[NH2:9][OH:10].[CH3:11][O:12][C:13]1[CH:18]=[CH:17][C:16]([NH2:19])=[CH:15][CH:14]=1.Cl. The catalyst is O.S([O-])([O-])(=O)=O.[Na+].[Na+]. The product is [N:9](=[CH:2][C:3]([NH:19][C:16]1[CH:17]=[CH:18][C:13]([O:12][CH3:11])=[CH:14][CH:15]=1)=[O:5])[OH:10]. The yield is 0.850.